From a dataset of Peptide-MHC class I binding affinity with 185,985 pairs from IEDB/IMGT. Regression. Given a peptide amino acid sequence and an MHC pseudo amino acid sequence, predict their binding affinity value. This is MHC class I binding data. (1) The peptide sequence is GTKQVCIAW. The MHC is HLA-A29:02 with pseudo-sequence HLA-A29:02. The binding affinity (normalized) is 0.124. (2) The peptide sequence is IEVLGKRI. The MHC is Mamu-A11 with pseudo-sequence Mamu-A11. The binding affinity (normalized) is 0.685. (3) The peptide sequence is ETNMITLLV. The MHC is HLA-A26:01 with pseudo-sequence HLA-A26:01. The binding affinity (normalized) is 0.462. (4) The peptide sequence is GYTPGQQFY. The MHC is HLA-B44:02 with pseudo-sequence HLA-B44:02. The binding affinity (normalized) is 0.0847. (5) The peptide sequence is MEFNSLLAI. The MHC is HLA-A02:01 with pseudo-sequence HLA-A02:01. The binding affinity (normalized) is 0.0847. (6) The peptide sequence is TVSERILPL. The MHC is HLA-A02:01 with pseudo-sequence HLA-A02:01. The binding affinity (normalized) is 0.455.